From a dataset of Forward reaction prediction with 1.9M reactions from USPTO patents (1976-2016). Predict the product of the given reaction. (1) Given the reactants Cl.[CH3:2][O:3][C:4]1[CH:9]=[C:8]([CH3:10])[CH:7]=[CH:6][C:5]=1[CH2:11][NH2:12].C(N(CC)CC)C.Cl[C:21](=[O:27])[C:22]([O:24]CC)=O.[CH3:28][C:29]1[CH:30]=[CH:31][C:32]([CH2:35][CH2:36][NH2:37])=[N:33][CH:34]=1, predict the reaction product. The product is: [CH3:2][O:3][C:4]1[CH:9]=[C:8]([CH3:10])[CH:7]=[CH:6][C:5]=1[CH2:11][NH:12][C:22](=[O:24])[C:21]([NH:37][CH2:36][CH2:35][C:32]1[CH:31]=[CH:30][C:29]([CH3:28])=[CH:34][N:33]=1)=[O:27]. (2) Given the reactants O[C:2]1[CH:11]=[CH:10][C:9]2[C:4](=[CH:5][C:6]([OH:12])=[CH:7][CH:8]=2)[CH:3]=1.S([O:18][CH3:19])(OC)(=O)=O.[C:20](=O)([O-])[O-].[K+].[K+].O, predict the reaction product. The product is: [CH3:20][O:12][C:6]1[CH:7]=[CH:8][C:9]2[C:4](=[CH:3][C:2]([O:18][CH3:19])=[CH:11][CH:10]=2)[CH:5]=1.